This data is from Full USPTO retrosynthesis dataset with 1.9M reactions from patents (1976-2016). The task is: Predict the reactants needed to synthesize the given product. (1) Given the product [C:45]([C:49]1[CH:66]=[CH:65][C:52]([CH2:53][N:54]([CH2:55][C@@H:56]([C:58]2[CH:59]=[CH:60][C:61]([Cl:64])=[CH:62][CH:63]=2)[OH:57])[C:11]([C:9]2[CH:10]=[C:2]([Cl:1])[CH:3]=[C:4]3[C:8]=2[NH:7][CH:6]=[CH:5]3)=[O:13])=[CH:51][CH:50]=1)([CH3:48])([CH3:46])[CH3:47], predict the reactants needed to synthesize it. The reactants are: [Cl:1][C:2]1[CH:3]=[C:4]2[C:8](=[C:9]([C:11]([OH:13])=O)[CH:10]=1)[NH:7][CH:6]=[CH:5]2.CN(C(ON1N=NC2C=CC=CC1=2)=[N+](C)C)C.[B-](F)(F)(F)F.C(N(CC)C(C)C)(C)C.[C:45]([C:49]1[CH:66]=[CH:65][C:52]([CH2:53][NH:54][CH2:55][C@@H:56]([C:58]2[CH:63]=[CH:62][C:61]([Cl:64])=[CH:60][CH:59]=2)[OH:57])=[CH:51][CH:50]=1)([CH3:48])([CH3:47])[CH3:46]. (2) Given the product [CH3:43][CH2:42][CH2:41][CH2:40][CH2:39][CH2:38][CH2:37][CH2:36]/[CH:35]=[CH:34]\[CH2:33][CH2:32][CH2:31][CH2:30][CH2:29][CH2:28][CH2:27][C:25]([O:24][CH2:23][CH:22]([CH2:21][O:20][C:18]([CH2:17][CH2:16][CH2:15][CH2:14][CH2:13][CH2:12][CH2:11]/[CH:10]=[CH:9]\[CH2:8][CH2:7][CH2:6][CH2:5][CH2:4][CH2:3][CH2:2][CH3:1])=[O:19])[O:44][C:45]([CH2:47][CH2:48][CH2:49][CH2:50][CH2:51][CH2:52][CH2:53]/[CH:54]=[CH:55]\[CH2:56][CH2:57][CH2:58][CH2:59][CH2:60][CH2:61][CH2:62][CH3:63])=[O:46])=[O:26], predict the reactants needed to synthesize it. The reactants are: [CH3:1][CH2:2][CH2:3][CH2:4][CH2:5][CH2:6][CH2:7][CH2:8][CH2:9][CH2:10][CH2:11][CH2:12][CH2:13][CH2:14][CH2:15][CH2:16][CH2:17][C:18]([O:20][CH2:21][CH:22]([O:44][C:45]([CH2:47][CH2:48][CH2:49][CH2:50][CH2:51][CH2:52][CH2:53][CH2:54][CH2:55][CH2:56][CH2:57][CH2:58][CH2:59][CH2:60][CH2:61][CH2:62][CH3:63])=[O:46])[CH2:23][O:24][C:25]([CH2:27][CH2:28][CH2:29][CH2:30][CH2:31][CH2:32][CH2:33][CH2:34][CH2:35][CH2:36][CH2:37][CH2:38][CH2:39][CH2:40][CH2:41][CH2:42][CH3:43])=[O:26])=[O:19]. (3) The reactants are: [CH2:1]([NH:5][CH2:6][CH2:7][CH2:8][CH3:9])[CH2:2][CH2:3][CH3:4].[C:10]([OH:13])(=[O:12])[CH3:11].[N:14]#[C:15][NH2:16]. Given the product [C:10]([O-:13])(=[O:12])[CH3:11].[CH2:1]([N:5]([CH2:6][CH2:7][CH2:8][CH3:9])[C:15]([NH2:16])=[NH2+:14])[CH2:2][CH2:3][CH3:4], predict the reactants needed to synthesize it. (4) Given the product [CH2:1]([O:8][C:9]1[C:10]([C:25]2[CH:26]=[CH:27][C:28]3[O:33][CH2:32][CH2:31][CH2:30][C:29]=3[CH:34]=2)=[C:11]([CH:19]([O:24][C:2]([CH3:7])([CH3:3])[CH3:1])[C:20]([O:22][CH3:23])=[O:21])[C:12]([C:15]([F:17])([F:18])[F:16])=[CH:13][CH:14]=1)[C:2]1[CH:7]=[CH:6][CH:5]=[CH:4][CH:3]=1, predict the reactants needed to synthesize it. The reactants are: [CH2:1]([O:8][C:9]1[C:10]([C:25]2[CH:26]=[CH:27][C:28]3[O:33][CH2:32][CH2:31][CH2:30][C:29]=3[CH:34]=2)=[C:11]([CH:19]([OH:24])[C:20]([O:22][CH3:23])=[O:21])[C:12]([C:15]([F:18])([F:17])[F:16])=[CH:13][CH:14]=1)[C:2]1[CH:7]=[CH:6][CH:5]=[CH:4][CH:3]=1.Cl(O)(=O)(=O)=O.[Na]. (5) The reactants are: [C:1]([O:4][C@H:5]1[CH2:22][CH2:21][C@@:20]2([CH3:23])[C@@H:7]([CH2:8][CH2:9][C@:10]3([CH3:35])[C@@H:19]2[CH2:18][CH2:17][C@H:16]2[C@@:11]3([CH3:34])[CH2:12][CH2:13][C@@:14]3([C:31](O)=[O:32])[CH2:26][CH2:25][C@@H:24]([C:27]4([CH3:30])[CH2:29][CH2:28]4)[C@@H:15]32)[C:6]1([CH3:37])[CH3:36])(=[O:3])[CH3:2].C(Cl)(=O)C(Cl)=O.[F:44][C:45]1[CH:50]=[CH:49][C:48]([C:51]2[NH:55][C:54]([C@@H:56]3[CH2:60][CH2:59][CH2:58][NH:57]3)=[N:53][CH:52]=2)=[CH:47][CH:46]=1. Given the product [C:1]([O:4][C@H:5]1[CH2:22][CH2:21][C@@:20]2([CH3:23])[C@@H:7]([CH2:8][CH2:9][C@:10]3([CH3:35])[C@@H:19]2[CH2:18][CH2:17][C@H:16]2[C@@:11]3([CH3:34])[CH2:12][CH2:13][C@@:14]3([C:31]([N:57]4[CH2:58][CH2:59][CH2:60][C@H:56]4[C:54]4[NH:55][C:51]([C:48]5[CH:47]=[CH:46][C:45]([F:44])=[CH:50][CH:49]=5)=[CH:52][N:53]=4)=[O:32])[CH2:26][CH2:25][C@@H:24]([C:27]4([CH3:30])[CH2:28][CH2:29]4)[C@@H:15]32)[C:6]1([CH3:37])[CH3:36])(=[O:3])[CH3:2], predict the reactants needed to synthesize it. (6) Given the product [C:26]([C:2]1([OH:1])[CH2:3][CH2:4][N:5]([C:8]2[CH:13]=[CH:12][C:11]([N:14]3[CH2:18][C@H:17]([CH2:19][NH:20][C:21](=[O:23])[CH3:22])[O:16][C:15]3=[O:24])=[CH:10][C:9]=2[F:25])[CH2:6][CH2:7]1)#[N:27], predict the reactants needed to synthesize it. The reactants are: [O:1]=[C:2]1[CH2:7][CH2:6][N:5]([C:8]2[CH:13]=[CH:12][C:11]([N:14]3[CH2:18][C@H:17]([CH2:19][NH:20][C:21](=[O:23])[CH3:22])[O:16][C:15]3=[O:24])=[CH:10][C:9]=2[F:25])[CH2:4][CH2:3]1.[C-:26]#[N:27].[K+]. (7) Given the product [F:1][C:2]1[CH:3]=[CH:4][C:5]([C:12]2[C:13]([CH3:20])=[CH:14][C:15]([I:19])=[CH:16][C:17]=2[CH3:18])=[C:6]2[C:10]=1[C@H:9]([O:11][C:22]1[CH:35]=[CH:34][C:25]3[C@H:26]([CH2:29][C:30]([O:32][CH3:33])=[O:31])[CH2:27][O:28][C:24]=3[CH:23]=1)[CH2:8][CH2:7]2, predict the reactants needed to synthesize it. The reactants are: [F:1][C:2]1[CH:3]=[CH:4][C:5]([C:12]2[C:17]([CH3:18])=[CH:16][C:15]([I:19])=[CH:14][C:13]=2[CH3:20])=[C:6]2[C:10]=1[C@@H:9]([OH:11])[CH2:8][CH2:7]2.O[C:22]1[CH:35]=[CH:34][C:25]2[C@H:26]([CH2:29][C:30]([O:32][CH3:33])=[O:31])[CH2:27][O:28][C:24]=2[CH:23]=1. (8) Given the product [CH:9]([O:12][C:13]1[CH:14]=[C:15]2[O:19][CH:18]=[CH:17][C:16]2=[C:20]([C:22]([NH:1][C:2]2[CH:7]=[CH:6][C:5]([CH3:8])=[CH:4][N:3]=2)=[O:23])[CH:21]=1)([CH3:11])[CH3:10], predict the reactants needed to synthesize it. The reactants are: [NH2:1][C:2]1[CH:7]=[CH:6][C:5]([CH3:8])=[CH:4][N:3]=1.[CH:9]([O:12][C:13]1[CH:14]=[C:15]2[O:19][CH:18]=[CH:17][C:16]2=[C:20]([C:22](OC)=[O:23])[CH:21]=1)([CH3:11])[CH3:10]. (9) The reactants are: [C:1]([C:3]1[CH:4]=[C:5]([CH:24]=[CH:25][CH:26]=1)[C:6]([NH:8][C:9]1[CH:10]=[C:11]2[C:15](=[CH:16][CH:17]=1)[NH:14][CH:13]=[C:12]2[CH:18]1[CH2:23][CH2:22][NH:21][CH2:20][CH2:19]1)=[O:7])#[N:2].[CH:27]1([S:32](Cl)(=[O:34])=[O:33])[CH2:31][CH2:30][CH2:29][CH2:28]1.C(N(CC)CC)C.C(=O)(O)[O-].[Na+]. Given the product [C:1]([C:3]1[CH:4]=[C:5]([CH:24]=[CH:25][CH:26]=1)[C:6]([NH:8][C:9]1[CH:10]=[C:11]2[C:15](=[CH:16][CH:17]=1)[NH:14][CH:13]=[C:12]2[CH:18]1[CH2:19][CH2:20][N:21]([S:32]([CH:27]2[CH2:31][CH2:30][CH2:29][CH2:28]2)(=[O:34])=[O:33])[CH2:22][CH2:23]1)=[O:7])#[N:2], predict the reactants needed to synthesize it. (10) Given the product [CH3:1][O:2][C:3]([C:5]1[S:14][C:8]2[N:9]=[CH:10][N:11]=[C:12]([NH:21][C:20]3[CH:22]=[CH:23][C:17]([F:16])=[CH:18][C:19]=3[O:24][C@H:25]3[CH2:29][CH2:28][O:27][CH2:26]3)[C:7]=2[C:6]=1[CH3:15])=[O:4], predict the reactants needed to synthesize it. The reactants are: [CH3:1][O:2][C:3]([C:5]1[S:14][C:8]2[N:9]=[CH:10][N:11]=[C:12](Cl)[C:7]=2[C:6]=1[CH3:15])=[O:4].[F:16][C:17]1[CH:23]=[CH:22][C:20]([NH2:21])=[C:19]([O:24][C@H:25]2[CH2:29][CH2:28][O:27][CH2:26]2)[CH:18]=1.